Task: Predict the product of the given reaction.. Dataset: Forward reaction prediction with 1.9M reactions from USPTO patents (1976-2016) (1) Given the reactants [CH3:1][O:2][C:3]([C:5]1[N:6]([CH2:26][C:27]2[CH:32]=[CH:31][C:30]([S:33]([CH3:36])(=[O:35])=[O:34])=[CH:29][CH:28]=2)[C:7](=[O:25])[C:8]2[C:13]([C:14]=1[C:15]1[CH:20]=[CH:19][CH:18]=[C:17]([C:21](O)=[O:22])[CH:16]=1)=[CH:12][C:11]([Cl:24])=[CH:10][CH:9]=2)=[O:4].[N:37]1([CH2:43][CH2:44][CH2:45][NH2:46])[CH2:42][CH2:41][O:40][CH2:39][CH2:38]1.Cl.C(N=C=NCCCN(C)C)C.O.OC1C2N=NNC=2C=CC=1, predict the reaction product. The product is: [CH3:1][O:2][C:3]([C:5]1[N:6]([CH2:26][C:27]2[CH:32]=[CH:31][C:30]([S:33]([CH3:36])(=[O:35])=[O:34])=[CH:29][CH:28]=2)[C:7](=[O:25])[C:8]2[C:13]([C:14]=1[C:15]1[CH:20]=[CH:19][CH:18]=[C:17]([C:21](=[O:22])[NH:46][CH2:45][CH2:44][CH2:43][N:37]3[CH2:42][CH2:41][O:40][CH2:39][CH2:38]3)[CH:16]=1)=[CH:12][C:11]([Cl:24])=[CH:10][CH:9]=2)=[O:4]. (2) Given the reactants [C:1]([O:5][C:6]([NH:8][CH:9]([CH2:13][C:14]1[CH:19]=[CH:18][CH:17]=[C:16]([C:20]#[N:21])[CH:15]=1)[C:10](O)=[O:11])=[O:7])([CH3:4])([CH3:3])[CH3:2].CN1CCOCC1.ClC(OCC(C)C)=O.[BH4-].[Na+], predict the reaction product. The product is: [C:1]([O:5][C:6]([NH:8][CH:9]([CH2:13][C:14]1[CH:19]=[CH:18][CH:17]=[C:16]([C:20]#[N:21])[CH:15]=1)[CH2:10][OH:11])=[O:7])([CH3:4])([CH3:2])[CH3:3]. (3) Given the reactants Cl.Cl.[CH3:3][N:4]1[CH2:11][CH2:10][CH2:9][C:5]21[CH2:8][NH:7][CH2:6]2.[Cl:12][C:13]1[C:14]([C:32]2[CH:33]=[N:34][N:35]3[CH:40]=[CH:39][CH:38]=[CH:37][C:36]=23)=[N:15][C:16]([NH:19][C:20]2[CH:25]=[C:24]([N+:26]([O-:28])=[O:27])[C:23](F)=[CH:22][C:21]=2[O:30][CH3:31])=[N:17][CH:18]=1.CN1CCCC21CNC2.CCN(C(C)C)C(C)C, predict the reaction product. The product is: [Cl:12][C:13]1[C:14]([C:32]2[CH:33]=[N:34][N:35]3[CH:40]=[CH:39][CH:38]=[CH:37][C:36]=23)=[N:15][C:16]([NH:19][C:20]2[CH:25]=[C:24]([N+:26]([O-:28])=[O:27])[C:23]([N:7]3[CH2:8][C:5]4([CH2:9][CH2:10][CH2:11][N:4]4[CH3:3])[CH2:6]3)=[CH:22][C:21]=2[O:30][CH3:31])=[N:17][CH:18]=1.